This data is from Reaction yield outcomes from USPTO patents with 853,638 reactions. The task is: Predict the reaction yield, written as a fraction of the theoretical maximum amount of product (1.0 means a 100% yield; for example, 0.34 means a 34% yield). (1) The reactants are [F:1][C:2]1([F:31])[O:6][C:5]2[CH:7]=[CH:8][C:9]([C:11]3([C:14]([NH:16][C:17]4[CH:22]=[CH:21][C:20]([CH3:23])=[C:19]([C:24]5[CH:29]=[CH:28][C:27](=[O:30])[NH:26][CH:25]=5)[N:18]=4)=[O:15])[CH2:13][CH2:12]3)=[CH:10][C:4]=2[O:3]1.Br[CH2:33][CH2:34][NH:35]C(=O)OCCCC.C(=O)([O-])[O-].[K+].[K+]. The catalyst is CN(C)C=O. The product is [NH2:35][CH2:34][CH2:33][N:26]1[C:27](=[O:30])[CH:28]=[CH:29][C:24]([C:19]2[N:18]=[C:17]([NH:16][C:14]([C:11]3([C:9]4[CH:8]=[CH:7][C:5]5[O:6][C:2]([F:1])([F:31])[O:3][C:4]=5[CH:10]=4)[CH2:13][CH2:12]3)=[O:15])[CH:22]=[CH:21][C:20]=2[CH3:23])=[CH:25]1. The yield is 0.170. (2) The reactants are [CH2:1]([O:8][C:9]1[CH:10]=[C:11]2[C:16](=[CH:17][C:18]=1[O:19][CH3:20])[C:15]([CH2:21][C:22]1[CH:27]=[CH:26][CH:25]=[C:24]([O:28][CH3:29])[CH:23]=1)=[N:14][CH:13]=[C:12]2[CH:30]=[O:31])[C:2]1[CH:7]=[CH:6][CH:5]=[CH:4][CH:3]=1.[Se](=O)=[O:33].C(OCC)(=O)C.CCCCCC. The catalyst is C(O)(=O)C. The product is [CH2:1]([O:8][C:9]1[CH:10]=[C:11]2[C:16](=[CH:17][C:18]=1[O:19][CH3:20])[C:15]([C:21](=[O:33])[C:22]1[CH:27]=[CH:26][CH:25]=[C:24]([O:28][CH3:29])[CH:23]=1)=[N:14][CH:13]=[C:12]2[CH:30]=[O:31])[C:2]1[CH:7]=[CH:6][CH:5]=[CH:4][CH:3]=1. The yield is 0.570. (3) The reactants are [CH:1]([N:4]1[C:8]([C:9]2[N:18]=[C:17]3[N:11]([CH2:12][CH2:13][O:14][C:15]4[CH:22]=[C:21]([CH:23]=O)[CH:20]=[CH:19][C:16]=43)[CH:10]=2)=[N:7][CH:6]=[N:5]1)([CH3:3])[CH3:2].[CH3:25][NH2:26].C(O[BH-](OC(=O)C)OC(=O)C)(=O)C.[Na+]. The yield is 0.360. The product is [CH:1]([N:4]1[C:8]([C:9]2[N:18]=[C:17]3[N:11]([CH2:12][CH2:13][O:14][C:15]4[CH:22]=[C:21]([CH2:23][NH:26][CH3:25])[CH:20]=[CH:19][C:16]=43)[CH:10]=2)=[N:7][CH:6]=[N:5]1)([CH3:2])[CH3:3]. The catalyst is C(Cl)(Cl)Cl. (4) The reactants are [Cl:1][C:2]1[CH:7]=[CH:6][C:5]([S:8]([CH:11]([C:20]2[CH:25]=[C:24]([F:26])[CH:23]=[CH:22][C:21]=2[F:27])[C:12]2[N:17]=[CH:16][C:15]([CH2:18][NH2:19])=[CH:14][CH:13]=2)(=[O:10])=[O:9])=[CH:4][CH:3]=1.Cl.[N:29]1[CH:34]=[CH:33][CH:32]=[C:31]([CH2:35][C:36](O)=[O:37])[CH:30]=1.C(N(CC)CC)C.Cl.C(N=C=NCCCN(C)C)C.C(=O)(O)[O-].[Na+]. The catalyst is CN(C)C1C=CN=CC=1.ClCCl.CCOCC.ClCCl.CO. The product is [Cl:1][C:2]1[CH:7]=[CH:6][C:5]([S:8]([CH:11]([C:20]2[CH:25]=[C:24]([F:26])[CH:23]=[CH:22][C:21]=2[F:27])[C:12]2[N:17]=[CH:16][C:15]([CH2:18][NH:19][C:36](=[O:37])[CH2:35][C:31]3[CH:30]=[N:29][CH:34]=[CH:33][CH:32]=3)=[CH:14][CH:13]=2)(=[O:10])=[O:9])=[CH:4][CH:3]=1. The yield is 0.900.